This data is from Forward reaction prediction with 1.9M reactions from USPTO patents (1976-2016). The task is: Predict the product of the given reaction. (1) Given the reactants [Br:1][C:2]1[CH:3]=[CH:4][C:5]([F:29])=[C:6]([C@@:8]2([CH3:28])[N:13]([CH2:14][C:15]3[CH:20]=[CH:19][C:18]([O:21][CH3:22])=[CH:17][C:16]=3[O:23][CH3:24])[C:12](=[O:25])[C:11]([CH3:27])([CH3:26])S[CH2:9]2)[CH:7]=1.O[O:31][S:32]([O-:34])=O.[K+], predict the reaction product. The product is: [Br:1][C:2]1[CH:3]=[CH:4][C:5]([F:29])=[C:6]([C@@:8]2([CH3:28])[N:13]([CH2:14][C:15]3[CH:20]=[CH:19][C:18]([O:21][CH3:22])=[CH:17][C:16]=3[O:23][CH3:24])[C:12](=[O:25])[C:11]([CH3:26])([CH3:27])[S:32](=[O:34])(=[O:31])[CH2:9]2)[CH:7]=1. (2) Given the reactants [NH2:1][CH2:2][CH2:3][CH2:4][Si:5]([O:12][CH2:13][CH3:14])([O:9][CH2:10][CH3:11])[O:6][CH2:7][CH3:8].Cl[CH2:16][CH2:17][N:18]=[C:19]=[O:20].[C:21]([O-])(=[S:23])C.[K+], predict the reaction product. The product is: [Si:5]([CH2:4][CH2:3][CH2:2][NH:1][C:19]([NH:18][CH2:17][CH2:16][S:23][CH3:21])=[O:20])([O:12][CH2:13][CH3:14])([O:6][CH2:7][CH3:8])[O:9][CH2:10][CH3:11].